Task: Predict the product of the given reaction.. Dataset: Forward reaction prediction with 1.9M reactions from USPTO patents (1976-2016) (1) Given the reactants [CH3:1][N:2]1[C:10]2[C:5](=[CH:6][CH:7]=[CH:8][CH:9]=2)[CH:4]=[C:3]1[C:11]1[CH:12]=[C:13]([NH:17][S:18]([CH2:21][CH3:22])(=[O:20])=[O:19])[CH:14]=[N:15][CH:16]=1.[H-].[Na+].[CH3:25]I, predict the reaction product. The product is: [CH3:25][N:17]([C:13]1[CH:14]=[N:15][CH:16]=[C:11]([C:3]2[N:2]([CH3:1])[C:10]3[C:5]([CH:4]=2)=[CH:6][CH:7]=[CH:8][CH:9]=3)[CH:12]=1)[S:18]([CH2:21][CH3:22])(=[O:20])=[O:19]. (2) Given the reactants [F:1][C:2]1[CH:7]=[CH:6][CH:5]=[C:4]([NH2:8])[C:3]=1[NH2:9].[C:10](N1C=CN=C1)(N1C=CN=C1)=[O:11].N.O, predict the reaction product. The product is: [F:1][C:2]1[C:3]2[NH:9][C:10](=[O:11])[NH:8][C:4]=2[CH:5]=[CH:6][CH:7]=1. (3) Given the reactants Cl.[NH2:2][OH:3].[OH-].[Na+].[N:6]1[C:15]2[C:10](=[CH:11][C:12]([C:16](=O)[CH3:17])=[CH:13][CH:14]=2)[CH:9]=[CH:8][CH:7]=1, predict the reaction product. The product is: [N:6]1[C:15]2[C:10](=[CH:11][C:12]([C:16](=[N:2][OH:3])[CH3:17])=[CH:13][CH:14]=2)[CH:9]=[CH:8][CH:7]=1.